This data is from Full USPTO retrosynthesis dataset with 1.9M reactions from patents (1976-2016). The task is: Predict the reactants needed to synthesize the given product. (1) Given the product [N:1]1[CH:6]=[CH:5][CH:4]=[CH:3][C:2]=1[CH2:7][CH2:8][C:9]([O:11][C:12]([CH3:15])([CH3:14])[CH3:13])=[O:10], predict the reactants needed to synthesize it. The reactants are: [N:1]1[CH:6]=[CH:5][CH:4]=[CH:3][C:2]=1/[CH:7]=[CH:8]/[C:9]([O:11][C:12]([CH3:15])([CH3:14])[CH3:13])=[O:10].C([O-])=O.[NH4+].C(OCC)(=O)C. (2) Given the product [F:36][C:35]1[C:30]([C@@H:26]([NH:25][C:23]2[N:22]=[C:21]([NH:38][C:39]3[N:40]=[CH:41][N:42]([CH3:44])[CH:43]=3)[N:20]=[C:19]([N:4]3[CH2:5][C@H:6]([CH3:8])[O:7][C@H:2]([CH3:1])[CH2:3]3)[N:24]=2)[CH2:27][O:28][CH3:29])=[N:31][CH:32]=[C:33]([F:37])[CH:34]=1, predict the reactants needed to synthesize it. The reactants are: [CH3:1][C@H:2]1[O:7][C@@H:6]([CH3:8])[CH2:5][NH:4][CH2:3]1.CCN(C(C)C)C(C)C.Cl[C:19]1[N:24]=[C:23]([NH:25][C@H:26]([C:30]2[C:35]([F:36])=[CH:34][C:33]([F:37])=[CH:32][N:31]=2)[CH2:27][O:28][CH3:29])[N:22]=[C:21]([NH:38][C:39]2[N:40]=[CH:41][N:42]([CH3:44])[CH:43]=2)[N:20]=1. (3) The reactants are: [Cl:1][CH2:2][CH2:3][N:4]([CH2:22][CH2:23][Cl:24])[P:5]([N:15]([CH2:19][CH2:20][Cl:21])[CH2:16][CH2:17][Cl:18])(=[O:14])[O:6][CH2:7][CH2:8][S:9][CH2:10][C:11]([OH:13])=O.[NH2:25][CH2:26][C:27]1[CH:28]=[N:29][CH:30]=[CH:31][CH:32]=1. Given the product [Cl:24][CH2:23][CH2:22][N:4]([CH2:3][CH2:2][Cl:1])[P:5]([N:15]([CH2:19][CH2:20][Cl:21])[CH2:16][CH2:17][Cl:18])(=[O:14])[O:6][CH2:7][CH2:8][S:9][CH2:10][C:11](=[O:13])[NH:25][CH2:26][C:27]1[CH:28]=[N:29][CH:30]=[CH:31][CH:32]=1, predict the reactants needed to synthesize it. (4) Given the product [CH3:1][O:2][C:3]1[CH:4]=[C:5]([CH:21]=[CH:22][C:23]=1[O:24][CH3:25])[CH2:6][CH:7]1[C:16]2[C:11](=[CH:12][C:13]([O:19][CH3:20])=[CH:14][C:15]=2[O:17][CH3:18])[CH2:10][CH2:9][N:8]1[CH2:27][C:28]([NH:31][C@@H:32]1[C:40]2[C:35](=[CH:36][CH:37]=[CH:38][CH:39]=2)[CH2:34][C@@H:33]1[OH:41])=[O:29], predict the reactants needed to synthesize it. The reactants are: [CH3:1][O:2][C:3]1[CH:4]=[C:5]([CH:21]=[CH:22][C:23]=1[O:24][CH3:25])[CH2:6][CH:7]1[C:16]2[C:11](=[CH:12][C:13]([O:19][CH3:20])=[CH:14][C:15]=2[O:17][CH3:18])[CH2:10][CH2:9][NH:8]1.Br[CH2:27][C:28](Br)=[O:29].[NH2:31][C@@H:32]1[C:40]2[C:35](=[CH:36][CH:37]=[CH:38][CH:39]=2)[CH2:34][C@@H:33]1[OH:41]. (5) Given the product [CH:45]1([C@H:40]([NH:39][C:30]([C:29]2[CH:33]=[CH:34][C:26]([F:25])=[CH:27][C:28]=2[N+:35]([O-:37])=[O:36])=[O:32])[C:41]([O:43][CH3:44])=[O:42])[CH2:50][CH2:49][CH2:48][CH2:47][CH2:46]1, predict the reactants needed to synthesize it. The reactants are: CN(C(ON1N=NC2C=CC=NC1=2)=[N+](C)C)C.F[P-](F)(F)(F)(F)F.[F:25][C:26]1[CH:34]=[CH:33][C:29]([C:30]([OH:32])=O)=[C:28]([N+:35]([O-:37])=[O:36])[CH:27]=1.Cl.[NH2:39][C@@H:40]([CH:45]1[CH2:50][CH2:49][CH2:48][CH2:47][CH2:46]1)[C:41]([O:43][CH3:44])=[O:42].C(N(C(C)C)CC)(C)C. (6) Given the product [CH2:25]([S:35]([C:4]1[CH:9]=[CH:8][CH:7]=[CH:6][C:5]=1[C:10]1[N:22]([CH3:23])[C:13]2=[N:14][CH:15]=[C:16]([C:18]([F:21])([F:19])[F:20])[CH:17]=[C:12]2[N:11]=1)(=[O:39])=[O:37])[CH3:26], predict the reactants needed to synthesize it. The reactants are: C(S[C:4]1[CH:9]=[CH:8][CH:7]=[CH:6][C:5]=1[C:10]1[N:22]([CH3:23])[C:13]2=[N:14][CH:15]=[C:16]([C:18]([F:21])([F:20])[F:19])[CH:17]=[C:12]2[N:11]=1)C.Cl[C:25]1C=CC=C(C(OO)=O)[CH:26]=1.[S:35]([O-:39])([O-])(=[O:37])=S.[Na+].[Na+]. (7) Given the product [F:1][C:2]([F:14])([F:13])[O:3][C:4]1[CH:11]=[CH:10][CH:9]=[C:6]2[C:5]=1[O:12][C:21](=[O:22])[C:20]([C:18]([OH:19])=[O:17])=[CH:7]2, predict the reactants needed to synthesize it. The reactants are: [F:1][C:2]([F:14])([F:13])[O:3][C:4]1[CH:11]=[CH:10][CH:9]=[C:6]([CH:7]=O)[C:5]=1[OH:12].CC1(C)O[C:21](=[O:22])[CH2:20][C:18](=[O:19])[O:17]1.